From a dataset of Full USPTO retrosynthesis dataset with 1.9M reactions from patents (1976-2016). Predict the reactants needed to synthesize the given product. (1) Given the product [F:1][C:2]1[CH:3]=[CH:4][C:5]([C@@H:8]2[N:9]3[C@H:10]([CH2:20][O:19][CH:17]([OH:18])[C:16]3=[O:22])[CH2:11][CH2:12][CH2:13]2)=[CH:6][CH:7]=1, predict the reactants needed to synthesize it. The reactants are: [F:1][C:2]1[CH:7]=[CH:6][C:5]([C@H:8]2[CH2:13][CH2:12][CH2:11][C@@H:10](C=C)[N:9]2[C:16](=[O:22])[C:17]([O:19][CH2:20]C)=[O:18])=[CH:4][CH:3]=1. (2) Given the product [F:12][C:9]([F:11])([F:10])[C:7]1[CH:6]=[C:5]([C@H:13]2[C@H:22]([C:23]([NH:54][C:55]3[N:56]=[N:57][C:58]([CH3:62])=[C:59]([CH3:61])[N:60]=3)=[O:25])[C:21]3[C:16](=[CH:17][CH:18]=[CH:19][CH:20]=3)[C:15](=[O:26])[N:14]2[CH3:27])[CH:4]=[C:3]([C:2]([F:1])([F:29])[F:28])[CH:8]=1, predict the reactants needed to synthesize it. The reactants are: [F:1][C:2]([F:29])([F:28])[C:3]1[CH:4]=[C:5]([C@H:13]2[C@H:22]([C:23]([OH:25])=O)[C:21]3[C:16](=[CH:17][CH:18]=[CH:19][CH:20]=3)[C:15](=[O:26])[N:14]2[CH3:27])[CH:6]=[C:7]([C:9]([F:12])([F:11])[F:10])[CH:8]=1.CN(C(ON1N=NC2C=CC=NC1=2)=[N+](C)C)C.F[P-](F)(F)(F)(F)F.[NH2:54][C:55]1[N:56]=[N:57][C:58]([CH3:62])=[C:59]([CH3:61])[N:60]=1.C(N(CC)C(C)C)(C)C. (3) Given the product [N:23]1[CH:24]=[CH:25][C:20]([C:19]2[N:9]=[C:1]([C:11]3[CH:12]=[CH:13][CH:14]=[CH:15][C:10]=3[CH3:18])[C:2]3[C:3](=[CH:5][CH:6]=[CH:7][CH:8]=3)[N:4]=2)=[CH:21][CH:22]=1, predict the reactants needed to synthesize it. The reactants are: [C:1](#[N:9])[C:2]1[C:3](=[CH:5][CH:6]=[CH:7][CH:8]=1)[NH2:4].[C:10]1([CH3:18])[CH:15]=[CH:14][CH:13]=[CH:12][C:11]=1[Mg]Br.[C:19](Cl)(=O)[C:20]1[CH:25]=[CH:24][N:23]=[CH:22][CH:21]=1.OP([O-])(O)=O.[K+]. (4) Given the product [ClH:1].[NH2:2][C:3]([CH3:24])([CH2:6][CH2:7][C:8]1[S:9][CH:10]=[C:11]([C:13](=[O:26])[CH2:14][CH2:15][CH2:16][CH2:17][C:18]2[CH:19]=[CH:20][CH:21]=[CH:22][CH:23]=2)[CH:12]=1)[CH2:4][OH:5], predict the reactants needed to synthesize it. The reactants are: [ClH:1].[NH2:2][C:3]([CH3:24])([CH2:6][CH2:7][C:8]1[S:9][CH:10]=[C:11]([C:13]#[C:14][CH2:15][CH2:16][CH2:17][C:18]2[CH:23]=[CH:22][CH:21]=[CH:20][CH:19]=2)[CH:12]=1)[CH2:4][OH:5].S(=O)(=O)(O)[OH:26].[OH-].[Na+]. (5) Given the product [F:1][C:2]1[CH:7]=[CH:6][C:5]([O:8][C:10]2[N:15]=[CH:14][C:13]([C:16]([OH:18])=[O:17])=[CH:12][CH:11]=2)=[CH:4][CH:3]=1, predict the reactants needed to synthesize it. The reactants are: [F:1][C:2]1[CH:7]=[CH:6][C:5]([OH:8])=[CH:4][CH:3]=1.Cl[C:10]1[N:15]=[CH:14][C:13]([C:16]([O:18]C)=[O:17])=[CH:12][CH:11]=1.C(=O)([O-])[O-].[Cs+].[Cs+].O. (6) The reactants are: C([O-])([O-])=O.[Na+].[Na+].FC(F)(F)C([NH:11][C:12]1[CH:17]=[CH:16][N:15]2[N:18]=[CH:19][C:20]([CH:21]=[N:22][N:23]([CH3:37])[S:24]([C:27]3[CH:32]=[C:31]([N+:33]([O-:35])=[O:34])[CH:30]=[CH:29][C:28]=3[CH3:36])(=[O:26])=[O:25])=[C:14]2[CH:13]=1)=O. Given the product [NH2:11][C:12]1[CH:17]=[CH:16][N:15]2[N:18]=[CH:19][C:20]([CH:21]=[N:22][N:23]([CH3:37])[S:24]([C:27]3[CH:32]=[C:31]([N+:33]([O-:35])=[O:34])[CH:30]=[CH:29][C:28]=3[CH3:36])(=[O:25])=[O:26])=[C:14]2[CH:13]=1, predict the reactants needed to synthesize it. (7) The reactants are: [CH2:1]([C:5]1[N:10]2[N:11]=[CH:12][N:13]=[C:9]2[N:8]([C@H:14]2[CH2:19][CH2:18][C@H:17]([OH:20])[CH2:16][CH2:15]2)[C:7](=[O:21])[C:6]=1[CH2:22][C:23]1[CH:28]=[CH:27][C:26]([C:29]2[C:30]([C:35]#[N:36])=[CH:31][CH:32]=[CH:33][CH:34]=2)=[CH:25][C:24]=1[F:37])[CH2:2][CH2:3][CH3:4].[N+](=[CH:40][C:41]([O:43][CH2:44][CH3:45])=[O:42])=[N-].O. Given the product [CH2:44]([O:43][C:41](=[O:42])[CH2:40][O:20][C@H:17]1[CH2:18][CH2:19][C@H:14]([N:8]2[C:7](=[O:21])[C:6]([CH2:22][C:23]3[CH:28]=[CH:27][C:26]([C:29]4[CH:34]=[CH:33][CH:32]=[CH:31][C:30]=4[C:35]#[N:36])=[CH:25][C:24]=3[F:37])=[C:5]([CH2:1][CH2:2][CH2:3][CH3:4])[N:10]3[N:11]=[CH:12][N:13]=[C:9]23)[CH2:15][CH2:16]1)[CH3:45], predict the reactants needed to synthesize it.